From a dataset of Catalyst prediction with 721,799 reactions and 888 catalyst types from USPTO. Predict which catalyst facilitates the given reaction. (1) Reactant: [CH2:1]([O:3][C:4]([C:6]1[C:10]([C:11]([C:13]2[C:14](Cl)=[N:15][CH:16]=[CH:17][CH:18]=2)=O)=[CH:9][NH:8][CH:7]=1)=[O:5])[CH3:2].O.[NH2:21][NH2:22]. Product: [CH2:1]([O:3][C:4]([C:6]1[C:10]([C:11]2[C:13]3[C:14](=[N:15][CH:16]=[CH:17][CH:18]=3)[NH:22][N:21]=2)=[CH:9][NH:8][CH:7]=1)=[O:5])[CH3:2]. The catalyst class is: 8. (2) Reactant: [N:1]1[CH:6]=[CH:5][CH:4]=[C:3]([CH:7]=O)[CH:2]=1.[C:9]([O:13][C:14]([CH3:17])([CH3:16])[CH3:15])(=[O:12])[NH:10][NH2:11]. Product: [C:14]([O:13][C:9]([NH:10][N:11]=[CH:7][C:3]1[CH:2]=[N:1][CH:6]=[CH:5][CH:4]=1)=[O:12])([CH3:17])([CH3:16])[CH3:15]. The catalyst class is: 8.